This data is from NCI-60 drug combinations with 297,098 pairs across 59 cell lines. The task is: Regression. Given two drug SMILES strings and cell line genomic features, predict the synergy score measuring deviation from expected non-interaction effect. (1) Drug 1: CS(=O)(=O)C1=CC(=C(C=C1)C(=O)NC2=CC(=C(C=C2)Cl)C3=CC=CC=N3)Cl. Drug 2: CCN(CC)CCCC(C)NC1=C2C=C(C=CC2=NC3=C1C=CC(=C3)Cl)OC. Cell line: HCC-2998. Synergy scores: CSS=52.8, Synergy_ZIP=11.6, Synergy_Bliss=10.2, Synergy_Loewe=-1.70, Synergy_HSA=11.1. (2) Drug 1: C1CCC(CC1)NC(=O)N(CCCl)N=O. Drug 2: C1=CC(=CC=C1CCCC(=O)O)N(CCCl)CCCl. Cell line: A498. Synergy scores: CSS=38.9, Synergy_ZIP=-5.82, Synergy_Bliss=1.57, Synergy_Loewe=0.720, Synergy_HSA=2.21. (3) Synergy scores: CSS=-4.80, Synergy_ZIP=4.93, Synergy_Bliss=4.86, Synergy_Loewe=0.0324, Synergy_HSA=-1.08. Cell line: M14. Drug 1: CC1=C(C=C(C=C1)NC2=NC=CC(=N2)N(C)C3=CC4=NN(C(=C4C=C3)C)C)S(=O)(=O)N.Cl. Drug 2: COC1=NC(=NC2=C1N=CN2C3C(C(C(O3)CO)O)O)N. (4) Drug 1: CCC(=C(C1=CC=CC=C1)C2=CC=C(C=C2)OCCN(C)C)C3=CC=CC=C3.C(C(=O)O)C(CC(=O)O)(C(=O)O)O. Drug 2: CC12CCC3C(C1CCC2O)C(CC4=C3C=CC(=C4)O)CCCCCCCCCS(=O)CCCC(C(F)(F)F)(F)F. Cell line: MDA-MB-435. Synergy scores: CSS=-2.08, Synergy_ZIP=2.93, Synergy_Bliss=3.59, Synergy_Loewe=-0.311, Synergy_HSA=-0.468.